Dataset: Reaction yield outcomes from USPTO patents with 853,638 reactions. Task: Predict the reaction yield, written as a fraction of the theoretical maximum amount of product (1.0 means a 100% yield; for example, 0.34 means a 34% yield). The reactants are [SH:1][C:2]1[N:3]([CH3:15])[C:4]([C:7]2[CH:12]=[CH:11][N:10]([CH3:13])[C:9](=[O:14])[CH:8]=2)=[N:5][N:6]=1.[OH-].[Na+].[CH2:18](O)C.IC. The catalyst is O. The product is [CH3:13][N:10]1[CH:11]=[CH:12][C:7]([C:4]2[N:3]([CH3:15])[C:2]([S:1][CH3:18])=[N:6][N:5]=2)=[CH:8][C:9]1=[O:14]. The yield is 0.780.